Dataset: NCI-60 drug combinations with 297,098 pairs across 59 cell lines. Task: Regression. Given two drug SMILES strings and cell line genomic features, predict the synergy score measuring deviation from expected non-interaction effect. (1) Drug 1: C1CN1C2=NC(=NC(=N2)N3CC3)N4CC4. Drug 2: CC12CCC3C(C1CCC2=O)CC(=C)C4=CC(=O)C=CC34C. Cell line: SF-268. Synergy scores: CSS=26.1, Synergy_ZIP=-4.27, Synergy_Bliss=3.34, Synergy_Loewe=1.61, Synergy_HSA=2.68. (2) Drug 1: CC1C(C(=O)NC(C(=O)N2CCCC2C(=O)N(CC(=O)N(C(C(=O)O1)C(C)C)C)C)C(C)C)NC(=O)C3=C4C(=C(C=C3)C)OC5=C(C(=O)C(=C(C5=N4)C(=O)NC6C(OC(=O)C(N(C(=O)CN(C(=O)C7CCCN7C(=O)C(NC6=O)C(C)C)C)C)C(C)C)C)N)C. Drug 2: CC1CCC2CC(C(=CC=CC=CC(CC(C(=O)C(C(C(=CC(C(=O)CC(OC(=O)C3CCCCN3C(=O)C(=O)C1(O2)O)C(C)CC4CCC(C(C4)OC)O)C)C)O)OC)C)C)C)OC. Cell line: KM12. Synergy scores: CSS=-0.377, Synergy_ZIP=0.986, Synergy_Bliss=4.79, Synergy_Loewe=3.48, Synergy_HSA=1.18. (3) Drug 1: CC1=C(C(CCC1)(C)C)C=CC(=CC=CC(=CC(=O)O)C)C. Drug 2: CN1C2=C(C=C(C=C2)N(CCCl)CCCl)N=C1CCCC(=O)O.Cl. Cell line: T-47D. Synergy scores: CSS=1.74, Synergy_ZIP=-1.45, Synergy_Bliss=1.83, Synergy_Loewe=-9.63, Synergy_HSA=-4.82. (4) Synergy scores: CSS=58.6, Synergy_ZIP=2.93, Synergy_Bliss=1.46, Synergy_Loewe=0.838, Synergy_HSA=3.30. Cell line: MDA-MB-435. Drug 2: CC=C1C(=O)NC(C(=O)OC2CC(=O)NC(C(=O)NC(CSSCCC=C2)C(=O)N1)C(C)C)C(C)C. Drug 1: C1=C(C(=O)NC(=O)N1)F. (5) Drug 2: C1CC(=O)NC(=O)C1N2C(=O)C3=CC=CC=C3C2=O. Cell line: OVCAR-8. Synergy scores: CSS=-2.56, Synergy_ZIP=2.45, Synergy_Bliss=1.52, Synergy_Loewe=-3.62, Synergy_HSA=-3.92. Drug 1: CN(C)C1=NC(=NC(=N1)N(C)C)N(C)C.